Predict the reactants needed to synthesize the given product. From a dataset of Full USPTO retrosynthesis dataset with 1.9M reactions from patents (1976-2016). (1) Given the product [C:16]([S:15][CH2:14][C@:8]([N:20]=[C:23]=[O:24])([CH3:7])[C:9]([O:11][CH2:12][CH3:13])=[O:10])([CH3:17])([CH3:18])[CH3:19], predict the reactants needed to synthesize it. The reactants are: N(OC([CH2:7][C@H:8]([CH2:14][S:15][C:16]([CH3:19])([CH3:18])[CH3:17])[C:9]([O:11][CH2:12][CH3:13])=[O:10])=O)=[N+]=[N-].[N:20]([C:23]([C@@](CSC(C)(C)C)(C)C(OCC)=O)=[O:24])=[N+]=[N-]. (2) Given the product [Cl:18][C:15]1[C:16](=[O:17])[N:11]([CH:4]([CH2:5][CH:6]2[CH2:10][CH2:9][CH2:8][CH2:7]2)[C:3]([OH:2])=[O:20])[N:12]=[CH:13][C:14]=1[OH:21], predict the reactants needed to synthesize it. The reactants are: C[O:2][C:3](=[O:20])[CH:4]([N:11]1[C:16](=[O:17])[C:15]([Cl:18])=[C:14](Cl)[CH:13]=[N:12]1)[CH2:5][CH:6]1[CH2:10][CH2:9][CH2:8][CH2:7]1.[OH-:21].[Na+].Cl.